This data is from Reaction yield outcomes from USPTO patents with 853,638 reactions. The task is: Predict the reaction yield, written as a fraction of the theoretical maximum amount of product (1.0 means a 100% yield; for example, 0.34 means a 34% yield). (1) The reactants are Cl.[C:2]1([N:8]2[C:12]([NH:13][C:14]([NH:16][C@H:17]3[C@H:21]([C:22]4[CH:27]=[CH:26][CH:25]=[CH:24][CH:23]=4)[CH2:20][NH:19][CH2:18]3)=[O:15])=[C:11]3[CH2:28][CH2:29][CH2:30][C:10]3=[N:9]2)[CH:7]=[CH:6][CH:5]=[CH:4][CH:3]=1.[F:31][C:32]([F:40])([F:39])[C:33]([F:38])([F:37])[CH2:34][CH2:35]I.CCN(C(C)C)C(C)C. The catalyst is CN(C=O)C. The product is [F:37][C:33]([F:38])([C:32]([F:40])([F:39])[F:31])[CH2:34][CH2:35][N:19]1[CH2:20][C@@H:21]([C:22]2[CH:23]=[CH:24][CH:25]=[CH:26][CH:27]=2)[C@H:17]([NH:16][C:14]([NH:13][C:12]2[N:8]([C:2]3[CH:7]=[CH:6][CH:5]=[CH:4][CH:3]=3)[N:9]=[C:10]3[CH2:30][CH2:29][CH2:28][C:11]=23)=[O:15])[CH2:18]1. The yield is 0.290. (2) The reactants are [NH2:1][C:2]1[CH:7]=[CH:6][C:5]([N:8]2[C:14](=[O:15])[CH2:13][C:12](=[O:16])[NH:11][C:10]3[C:17]4[C:22]([CH:23]=[CH:24][C:9]2=3)=[CH:21][CH:20]=[CH:19][CH:18]=4)=[CH:4][CH:3]=1.[F:25][C:26]1[CH:34]=[CH:33][C:29]([C:30](Cl)=[O:31])=[C:28]([O:35][CH3:36])[CH:27]=1.IC1C=CC=CC=1C(NCCN1C(=O)CC(=O)NC2C3C(C=CC1=2)=CC=CC=3)=O. No catalyst specified. The product is [F:25][C:26]1[CH:34]=[CH:33][C:29]([C:30]([NH:1][C:2]2[CH:7]=[CH:6][C:5]([N:8]3[C:14](=[O:15])[CH2:13][C:12](=[O:16])[NH:11][C:10]4[C:17]5[C:22]([CH:23]=[CH:24][C:9]3=4)=[CH:21][CH:20]=[CH:19][CH:18]=5)=[CH:4][CH:3]=2)=[O:31])=[C:28]([O:35][CH3:36])[CH:27]=1. The yield is 0.620.